Regression/Classification. Given a drug SMILES string, predict its toxicity properties. Task type varies by dataset: regression for continuous values (e.g., LD50, hERG inhibition percentage) or binary classification for toxic/non-toxic outcomes (e.g., AMES mutagenicity, cardiotoxicity, hepatotoxicity). Dataset: ames. From a dataset of Ames mutagenicity test results for genotoxicity prediction. (1) The molecule is COc1ccc2cc(C(C)C(=O)O)ccc2c1. The result is 0 (non-mutagenic). (2) The compound is CC(=O)n1ncc(Cl)c(Cl)c1=O. The result is 0 (non-mutagenic). (3) The molecule is c1ccc(SCCSc2ccccc2)cc1. The result is 0 (non-mutagenic). (4) The result is 1 (mutagenic). The compound is Cc1c(N)cc([N+](=O)[O-])c(N)c1C. (5) The drug is Cc1ccc2c(CO)c3ccc4ccccc4c3nc2c1. The result is 0 (non-mutagenic). (6) The compound is O=C(O)Cc1ccccc1Nc1c(Cl)cccc1Cl. The result is 0 (non-mutagenic).